From a dataset of Forward reaction prediction with 1.9M reactions from USPTO patents (1976-2016). Predict the product of the given reaction. Given the reactants [Cl:1][C:2]1[S:6][C:5]([S:7]([N:10]([S:22]([C:25]2[S:26][C:27]([Cl:30])=[CH:28][CH:29]=2)(=[O:24])=[O:23])[C:11]2[C:19]3[C:14](=[CH:15][CH:16]=[CH:17][C:18]=3[O:20][CH3:21])[NH:13][N:12]=2)(=[O:9])=[O:8])=[CH:4][CH:3]=1.[CH3:31][N:32]([CH3:44])[CH2:33][CH2:34][O:35][C:36]1[CH:37]=[C:38]([CH2:42]O)[CH:39]=[CH:40][CH:41]=1.C1(P(C2C=CC=CC=2)C2C=CC=CC=2)C=CC=CC=1.N(C(OC(C)(C)C)=O)=NC(OC(C)(C)C)=O, predict the reaction product. The product is: [Cl:30][C:27]1[S:26][C:25]([S:22]([N:10]([S:7]([C:5]2[S:6][C:2]([Cl:1])=[CH:3][CH:4]=2)(=[O:8])=[O:9])[C:11]2[C:19]3[C:14](=[CH:15][CH:16]=[CH:17][C:18]=3[O:20][CH3:21])[N:13]([CH2:42][C:38]3[CH:39]=[CH:40][CH:41]=[C:36]([O:35][CH2:34][CH2:33][N:32]([CH3:31])[CH3:44])[CH:37]=3)[N:12]=2)(=[O:23])=[O:24])=[CH:29][CH:28]=1.